Dataset: Reaction yield outcomes from USPTO patents with 853,638 reactions. Task: Predict the reaction yield, written as a fraction of the theoretical maximum amount of product (1.0 means a 100% yield; for example, 0.34 means a 34% yield). The reactants are [CH2:1](Br)[C:2]1[CH:7]=[CH:6][CH:5]=[CH:4][CH:3]=1.[F:9][C:10]1[CH:18]=[C:17]([Br:19])[CH:16]=[CH:15][C:11]=1[C:12]([OH:14])=[O:13].C([O-])([O-])=O.[Cs+].[Cs+]. The catalyst is C(Cl)Cl. The product is [CH2:1]([O:14][C:12](=[O:13])[C:11]1[CH:15]=[CH:16][C:17]([Br:19])=[CH:18][C:10]=1[F:9])[C:2]1[CH:7]=[CH:6][CH:5]=[CH:4][CH:3]=1. The yield is 1.00.